Predict the product of the given reaction. From a dataset of Forward reaction prediction with 1.9M reactions from USPTO patents (1976-2016). Given the reactants [CH2:1]([O:8][CH2:9][CH2:10][OH:11])[C:2]1[CH:7]=[CH:6][CH:5]=[CH:4][CH:3]=1.C(N(CC)CC)C.[Cl:19][C:20](Cl)([O:22]C(=O)OC(Cl)(Cl)Cl)Cl, predict the reaction product. The product is: [Cl:19][C:20]([O:11][CH2:10][CH2:9][O:8][CH2:1][C:2]1[CH:7]=[CH:6][CH:5]=[CH:4][CH:3]=1)=[O:22].